Task: Predict which catalyst facilitates the given reaction.. Dataset: Catalyst prediction with 721,799 reactions and 888 catalyst types from USPTO (1) Reactant: [O:1]=[C:2]1[C:15]2[CH:14]=[CH:13][C:12]([C:16]([OH:18])=O)=[CH:11][C:10]=2[O:9][C:8]2[C:3]1=[CH:4][CH:5]=[CH:6][CH:7]=2.S(Cl)(Cl)=O.[CH2:23]([NH:25][CH2:26][CH3:27])[CH3:24]. Product: [CH2:23]([N:25]([CH2:26][CH3:27])[C:16]([C:12]1[CH:13]=[CH:14][C:15]2[C:2](=[O:1])[C:3]3[C:8]([O:9][C:10]=2[CH:11]=1)=[CH:7][CH:6]=[CH:5][CH:4]=3)=[O:18])[CH3:24]. The catalyst class is: 2. (2) Reactant: Cl[C:2]1[N:7]=[C:6]([NH:8][CH:9]2[CH2:11][CH2:10]2)[C:5]([Cl:12])=[CH:4][N:3]=1.[NH2:13][C:14]1[CH:15]=[C:16]([C:20](=[O:22])[CH3:21])[CH:17]=[CH:18][CH:19]=1.C1(C)C=CC(S(O)(=O)=O)=CC=1.C([O-])(O)=O.[Na+]. Product: [Cl:12][C:5]1[C:6]([NH:8][CH:9]2[CH2:11][CH2:10]2)=[N:7][C:2]([NH:13][C:14]2[CH:15]=[C:16]([C:20](=[O:22])[CH3:21])[CH:17]=[CH:18][CH:19]=2)=[N:3][CH:4]=1. The catalyst class is: 12. (3) Reactant: [C:1]([O:5][C:6]([NH:8][C:9]1([C:13]2[CH:18]=[CH:17][C:16]([C:19]3[O:27][C:26]4[C:25]([C:28]([O:30]C)=O)=[CH:24][N:23]([CH3:32])[C:22](=[O:33])[C:21]=4[C:20]=3[C:34]3[CH:39]=[CH:38][CH:37]=[CH:36][CH:35]=3)=[CH:15][CH:14]=2)[CH2:12][CH2:11][CH2:10]1)=[O:7])([CH3:4])([CH3:3])[CH3:2].[CH3:40][NH2:41]. Product: [CH3:32][N:23]1[CH:24]=[C:25]([C:28](=[O:30])[NH:41][CH3:40])[C:26]2[O:27][C:19]([C:16]3[CH:15]=[CH:14][C:13]([C:9]4([NH:8][C:6](=[O:7])[O:5][C:1]([CH3:3])([CH3:2])[CH3:4])[CH2:12][CH2:11][CH2:10]4)=[CH:18][CH:17]=3)=[C:20]([C:34]3[CH:35]=[CH:36][CH:37]=[CH:38][CH:39]=3)[C:21]=2[C:22]1=[O:33]. The catalyst class is: 8. (4) Reactant: [CH2:1]([O:8][CH2:9][CH2:10][N:11]1[CH:15]=[C:14]([CH2:16][CH2:17][OH:18])[C:13]([O:19][CH:20]([CH3:22])[CH3:21])=[N:12]1)[C:2]1[CH:7]=[CH:6][CH:5]=[CH:4][CH:3]=1.[Cl:23][C:24]1[CH:29]=[C:28]([Cl:30])[CH:27]=[CH:26][C:25]=1O.C(P(CCCC)CCCC)CCC.N(C(N1CCCCC1)=O)=NC(N1CCCCC1)=O. Product: [CH2:1]([O:8][CH2:9][CH2:10][N:11]1[CH:15]=[C:14]([CH2:16][CH2:17][O:18][C:27]2[CH:26]=[CH:25][C:24]([Cl:23])=[CH:29][C:28]=2[Cl:30])[C:13]([O:19][CH:20]([CH3:22])[CH3:21])=[N:12]1)[C:2]1[CH:3]=[CH:4][CH:5]=[CH:6][CH:7]=1. The catalyst class is: 7. (5) Reactant: [CH2:1]([C:3]1[CH:4]=[C:5]2[C:10](=[CH:11][C:12]=1[O:13][CH3:14])[O:9][CH:8]=[C:7]([C:15]1[CH:24]=[CH:23][C:22]3[C:17](=[CH:18][CH:19]=[CH:20][CH:21]=3)[CH:16]=1)[C:6]2=[O:25])[CH3:2].Cl.NO.C([N:31](CC)CC)C. Product: [CH:16]1[C:17]2[C:22](=[CH:21][CH:20]=[CH:19][CH:18]=2)[CH:23]=[CH:24][C:15]=1[C:7]1[CH:8]=[N:31][O:25][C:6]=1[C:5]1[CH:4]=[C:3]([CH2:1][CH3:2])[C:12]([O:13][CH3:14])=[CH:11][C:10]=1[OH:9]. The catalyst class is: 88.